From a dataset of Forward reaction prediction with 1.9M reactions from USPTO patents (1976-2016). Predict the product of the given reaction. (1) Given the reactants [NH2:1][C:2]1[N:7]([C:8]2[C:13]([F:14])=[CH:12][C:11]([OH:15])=[CH:10][C:9]=2[F:16])[C:6](=[O:17])[CH:5]=[CH:4][C:3]=1[C:18](=[O:27])[C:19]1[CH:24]=[CH:23][C:22]([F:25])=[CH:21][C:20]=1[F:26].[C:28]([O:32][C:33](=[O:49])[C@@H:34]([NH:38][C:39]([O:41][CH2:42][C:43]1[CH:48]=[CH:47][CH:46]=[CH:45][CH:44]=1)=[O:40])[CH2:35][CH2:36]Br)([CH3:31])([CH3:30])[CH3:29].[I-].[Na+].C(=O)([O-])[O-].[K+].[K+], predict the reaction product. The product is: [C:28]([O:32][C:33](=[O:49])[C@@H:34]([NH:38][C:39]([O:41][CH2:42][C:43]1[CH:44]=[CH:45][CH:46]=[CH:47][CH:48]=1)=[O:40])[CH2:35][CH2:36][O:15][C:11]1[CH:10]=[C:9]([F:16])[C:8]([N:7]2[C:2]([NH2:1])=[C:3]([C:18](=[O:27])[C:19]3[CH:24]=[CH:23][C:22]([F:25])=[CH:21][C:20]=3[F:26])[CH:4]=[CH:5][C:6]2=[O:17])=[C:13]([F:14])[CH:12]=1)([CH3:29])([CH3:30])[CH3:31]. (2) Given the reactants [NH2:1][C:2]1[CH:3]=[CH:4][C:5]2[O:10][NH:9][C:8](=[O:11])[CH2:7][C:6]=2[CH:12]=1.C[Al](C)C.[F:17][C:18]1[CH:19]=[C:20]2[C:24](=[CH:25][CH:26]=1)[N:23]([CH2:27][C:28]1[CH:33]=[CH:32][CH:31]=[C:30]([F:34])[CH:29]=1)[C:22]([C:35](OCC)=[O:36])=[CH:21]2, predict the reaction product. The product is: [O:11]=[C:8]1[CH2:7][C:6]2[CH:12]=[C:2]([NH:1][C:35]([C:22]3[N:23]([CH2:27][C:28]4[CH:33]=[CH:32][CH:31]=[C:30]([F:34])[CH:29]=4)[C:24]4[C:20]([CH:21]=3)=[CH:19][C:18]([F:17])=[CH:26][CH:25]=4)=[O:36])[CH:3]=[CH:4][C:5]=2[O:10][NH:9]1. (3) Given the reactants C[O:2][C:3]([C:5]1([CH3:17])[CH2:9][CH2:8][N:7]([C:10]([O:12][C:13]([CH3:16])([CH3:15])[CH3:14])=[O:11])[CH2:6]1)=[O:4].[OH-].[Na+], predict the reaction product. The product is: [C:13]([O:12][C:10]([N:7]1[CH2:8][CH2:9][C:5]([CH3:17])([C:3]([OH:4])=[O:2])[CH2:6]1)=[O:11])([CH3:16])([CH3:14])[CH3:15]. (4) Given the reactants Cl[C:2]1[N:7]=[C:6]([N:8]2[CH:12]=[CH:11][CH:10]=[C:9]2[C:13]([F:16])([F:15])[F:14])[CH:5]=[CH:4][N:3]=1.Cl.[NH2:18][C@H:19]([C:21]1[C:22](=[O:32])[NH:23][C:24]2[C:29]([CH:30]=1)=[CH:28][C:27]([Cl:31])=[CH:26][CH:25]=2)[CH3:20].CCN(C(C)C)C(C)C, predict the reaction product. The product is: [Cl:31][C:27]1[CH:28]=[C:29]2[C:24](=[CH:25][CH:26]=1)[NH:23][C:22](=[O:32])[C:21]([C@@H:19]([NH:18][C:2]1[N:7]=[C:6]([N:8]3[CH:12]=[CH:11][CH:10]=[C:9]3[C:13]([F:16])([F:15])[F:14])[CH:5]=[CH:4][N:3]=1)[CH3:20])=[CH:30]2. (5) Given the reactants Cl.[NH2:2][C@H:3]1[CH2:8][CH2:7][C@H:6]([NH:9][C:10]([C:12]2[C:16]3[N:17]=[CH:18][N:19]=[C:20]([C:21]4[CH:26]=[CH:25][C:24]([O:27][CH3:28])=[CH:23][C:22]=4[O:29][CH2:30][CH:31]4[CH2:33][CH2:32]4)[C:15]=3[NH:14][C:13]=2[CH3:34])=[O:11])[CH2:5][CH2:4]1.[C:35](Cl)(=[O:37])[CH3:36], predict the reaction product. The product is: [C:35]([NH:2][C@H:3]1[CH2:8][CH2:7][C@H:6]([NH:9][C:10]([C:12]2[C:16]3[N:17]=[CH:18][N:19]=[C:20]([C:21]4[CH:26]=[CH:25][C:24]([O:27][CH3:28])=[CH:23][C:22]=4[O:29][CH2:30][CH:31]4[CH2:32][CH2:33]4)[C:15]=3[NH:14][C:13]=2[CH3:34])=[O:11])[CH2:5][CH2:4]1)(=[O:37])[CH3:36]. (6) Given the reactants [C:1]1(=O)[C:11]2=[C:12]3[C:7](=[CH:8][CH:9]=[CH:10]2)[CH:6]=[CH:5][CH:4]=[C:3]3[C:2]1=O.[CH2:15]([C:18]1[CH:24]=[C:23]([CH:25]([CH3:27])[CH3:26])[C:21]([NH2:22])=[C:20]([CH:28]([CH3:30])[CH3:29])[CH:19]=1)[CH:16]=[CH2:17], predict the reaction product. The product is: [CH2:15]([C:18]1[CH:19]=[C:20]([CH:28]([CH3:30])[CH3:29])[C:21]([N:22]=[C:1]2[C:11]3[C:12]4[C:7]([CH:8]=[CH:9][CH:10]=3)=[CH:6][CH:5]=[CH:4][C:3]=4[C:2]2=[N:22][C:21]2[C:23]([CH:25]([CH3:26])[CH3:27])=[CH:24][C:18]([CH2:15][CH:16]=[CH2:17])=[CH:19][C:20]=2[CH:28]([CH3:30])[CH3:29])=[C:23]([CH:25]([CH3:26])[CH3:27])[CH:24]=1)[CH:16]=[CH2:17]. (7) Given the reactants [S:1]1[CH:5]=[CH:4][N:3]=[C:2]1[C:6]([OH:9])([CH3:8])[CH3:7].C([Li])CCC.[CH3:15][C:16]1([CH3:27])[C:20]([CH3:22])([CH3:21])[O:19][B:18](OC(C)C)[O:17]1.Cl, predict the reaction product. The product is: [CH3:15][C:16]1([CH3:27])[C:20]([CH3:22])([CH3:21])[O:19][B:18]([C:5]2[S:1][C:2]([C:6]([OH:9])([CH3:8])[CH3:7])=[N:3][CH:4]=2)[O:17]1.